Dataset: Forward reaction prediction with 1.9M reactions from USPTO patents (1976-2016). Task: Predict the product of the given reaction. Given the reactants [Cl:1][C:2]1[CH:7]=[CH:6][CH:5]=[C:4]([F:8])[C:3]=1[C:9]1[N:10]([C:24]([O:26][C:27]([CH3:30])([CH3:29])[CH3:28])=[O:25])[C:11]2[C:16]([CH:17]=1)=[CH:15][C:14]([C:18]([O:20]CC=C)=[O:19])=[CH:13][CH:12]=2.N1CCOCC1.O.C(O)(=O)C, predict the reaction product. The product is: [C:27]([O:26][C:24]([N:10]1[C:11]2[C:16](=[CH:15][C:14]([C:18]([OH:20])=[O:19])=[CH:13][CH:12]=2)[CH:17]=[C:9]1[C:3]1[C:4]([F:8])=[CH:5][CH:6]=[CH:7][C:2]=1[Cl:1])=[O:25])([CH3:30])([CH3:28])[CH3:29].